Dataset: Full USPTO retrosynthesis dataset with 1.9M reactions from patents (1976-2016). Task: Predict the reactants needed to synthesize the given product. (1) Given the product [CH2:1]([O:8][C:9]([C:11]1[S:28][C:14]2[N:15]([CH3:31])[C:16](=[O:27])[N:17]([CH2:20][C:21]3[CH:22]=[CH:23][CH:24]=[CH:25][CH:26]=3)[C:18](=[O:19])[C:13]=2[CH:12]=1)=[O:10])[C:2]1[CH:3]=[CH:4][CH:5]=[CH:6][CH:7]=1, predict the reactants needed to synthesize it. The reactants are: [CH2:1]([O:8][C:9]([C:11]1[S:28][C:14]2[NH:15][C:16](=[O:27])[N:17]([CH2:20][C:21]3[CH:26]=[CH:25][CH:24]=[CH:23][CH:22]=3)[C:18](=[O:19])[C:13]=2[CH:12]=1)=[O:10])[C:2]1[CH:7]=[CH:6][CH:5]=[CH:4][CH:3]=1.[H-].[Na+].[CH3:31]I. (2) Given the product [Cl:23][C:24]1[S:28][C:27]([C:29]([NH:1][C:2]2[C:10]3[C:5](=[CH:6][CH:7]=[C:8]([C:11]4[O:15][C:14]([C:16]([O:18][C:19]([CH3:22])([CH3:21])[CH3:20])=[O:17])=[CH:13][CH:12]=4)[CH:9]=3)[NH:4][N:3]=2)=[O:30])=[CH:26][CH:25]=1, predict the reactants needed to synthesize it. The reactants are: [NH2:1][C:2]1[C:10]2[C:5](=[CH:6][CH:7]=[C:8]([C:11]3[O:15][C:14]([C:16]([O:18][C:19]([CH3:22])([CH3:21])[CH3:20])=[O:17])=[CH:13][CH:12]=3)[CH:9]=2)[NH:4][N:3]=1.[Cl:23][C:24]1[S:28][C:27]([C:29](Cl)=[O:30])=[CH:26][CH:25]=1. (3) Given the product [S:9]([C:13]1[CH:19]=[CH:18][C:16]([CH3:17])=[CH:15][CH:14]=1)([OH:12])(=[O:11])=[O:10].[CH3:20][NH:21][CH2:2][CH2:3][CH2:4][CH2:5][CH:6]=[CH:7][CH3:8], predict the reactants needed to synthesize it. The reactants are: Br[CH2:2][CH2:3][CH2:4][CH2:5][CH2:6][CH:7]=[CH2:8].[S:9]([C:13]1[CH:19]=[CH:18][C:16]([CH3:17])=[CH:15][CH:14]=1)([OH:12])(=[O:11])=[O:10].[CH3:20][NH:21]CCCCC=C. (4) The reactants are: Br[C:2]1[CH:7]=[CH:6][C:5]([CH2:8][CH2:9][O:10][CH2:11][O:12][CH3:13])=[CH:4][CH:3]=1.CCCCCC.C([Li])CCC.CN(C)[CH:27]=[O:28].[Cl-].[NH4+]. Given the product [CH3:13][O:12][CH2:11][O:10][CH2:9][CH2:8][C:5]1[CH:6]=[CH:7][C:2]([CH:27]=[O:28])=[CH:3][CH:4]=1, predict the reactants needed to synthesize it. (5) Given the product [C:1]([N:5]([CH3:29])[C:6]([C:8]1[C:9]2[CH2:25][O:24][C:23]3[CH:22]=[C:21]([O:26][CH3:27])[C:20]([C:30]#[N:31])=[CH:19][C:18]=3[C:10]=2[N:11]([C:13]2[CH:17]=[CH:16][S:15][CH:14]=2)[N:12]=1)=[O:7])([CH3:4])([CH3:3])[CH3:2], predict the reactants needed to synthesize it. The reactants are: [C:1]([N:5]([CH3:29])[C:6]([C:8]1[C:9]2[CH2:25][O:24][C:23]3[CH:22]=[C:21]([O:26][CH3:27])[C:20](Br)=[CH:19][C:18]=3[C:10]=2[N:11]([C:13]2[CH:17]=[CH:16][S:15][CH:14]=2)[N:12]=1)=[O:7])([CH3:4])([CH3:3])[CH3:2].[C:30]([Cu])#[N:31]. (6) Given the product [Cl:1][C:2]1[CH:8]=[CH:7][C:5]([NH:6][CH2:10][C:11]([O:13][CH2:14][CH3:15])=[O:12])=[CH:4][CH:3]=1, predict the reactants needed to synthesize it. The reactants are: [Cl:1][C:2]1[CH:8]=[CH:7][C:5]([NH2:6])=[CH:4][CH:3]=1.Br[CH2:10][C:11]([O:13][CH2:14][CH3:15])=[O:12].C(=O)([O-])[O-].[K+].[K+]. (7) Given the product [F:1][C:2]1[CH:7]=[CH:6][C:5]([N:8]2[C:16]3[C:11](=[CH:12][C:13]([O:17][C@H:18]([C:22]4[CH:27]=[CH:26][C:25]([C:28]([F:29])([F:31])[F:30])=[CH:24][CH:23]=4)[C@@H:19]([NH:21][C:34](=[O:35])[C@@H:33]([OH:32])[CH3:37])[CH3:20])=[CH:14][CH:15]=3)[CH:10]=[N:9]2)=[CH:4][CH:3]=1, predict the reactants needed to synthesize it. The reactants are: [F:1][C:2]1[CH:7]=[CH:6][C:5]([N:8]2[C:16]3[C:11](=[CH:12][C:13]([O:17][C@H:18]([C:22]4[CH:27]=[CH:26][C:25]([C:28]([F:31])([F:30])[F:29])=[CH:24][CH:23]=4)[C@@H:19]([NH2:21])[CH3:20])=[CH:14][CH:15]=3)[CH:10]=[N:9]2)=[CH:4][CH:3]=1.[OH:32][C@@H:33]([CH3:37])[C:34](O)=[O:35]. (8) Given the product [S:6]1[CH:10]=[CH:9][C:8]2[CH:11]=[C:12]([C:15]3([C:31]#[N:32])[C:24]4[C:19](=[CH:20][CH:21]=[CH:22][CH:23]=4)[CH2:18][N:17]([CH3:25])[CH2:16]3)[CH:13]=[CH:14][C:7]1=2, predict the reactants needed to synthesize it. The reactants are: [Sn](Cl)(Cl)(Cl)Cl.[S:6]1[CH:10]=[CH:9][C:8]2[CH:11]=[C:12]([C:15]3(O)[C:24]4[C:19](=[CH:20][CH:21]=[CH:22][CH:23]=4)[CH2:18][N:17]([CH3:25])[CH2:16]3)[CH:13]=[CH:14][C:7]1=2.C[Si]([C:31]#[N:32])(C)C.C(=O)([O-])[O-].[K+].[K+].O.[F-].[K+]. (9) Given the product [N:14]1[CH:19]=[CH:18][CH:17]=[C:16]([CH2:20][CH2:21][N:22]([CH2:23][C:24]2[CH:25]=[CH:26][N:27]=[CH:28][CH:29]=2)[CH2:4][CH2:5][CH2:6][O:7][CH:8]2[CH2:13][CH2:12][CH2:11][CH2:10][O:9]2)[CH:15]=1, predict the reactants needed to synthesize it. The reactants are: [I-].[Na+].Br[CH2:4][CH2:5][CH2:6][O:7][CH:8]1[CH2:13][CH2:12][CH2:11][CH2:10][O:9]1.[N:14]1[CH:19]=[CH:18][CH:17]=[C:16]([CH2:20][CH2:21][NH:22][CH2:23][C:24]2[CH:29]=[CH:28][N:27]=[CH:26][CH:25]=2)[CH:15]=1.C(N(C(C)C)C(C)C)C.